The task is: Binary Classification. Given a miRNA mature sequence and a target amino acid sequence, predict their likelihood of interaction.. This data is from Experimentally validated miRNA-target interactions with 360,000+ pairs, plus equal number of negative samples. (1) The miRNA is hsa-miR-6759-5p with sequence UUGUGGGUGGGCAGAAGUCUGU. The protein sequence of the target gene is MVSWMICRLVVLVFGMLCPAYASYKAVKTKNIREYVRWMMYWIVFALFMAAEIVTDIFISWFPFYYEIKMAFVLWLLSPYTKGASLLYRKFVHPSLSRHEKEIDAYIVQAKERSYETVLSFGKRGLNIAASAAVQAATKSQGALAGRLRSFSMQDLRSISDAPAPAYHDPLYLEDQVSHRRPPIGYRAGGLQDSDTEDECWSDTEAVPRAPARPREKPLIRSQSLRVVKRKPPVREGTSRSLKVRTRKKTVPSDVDS. Result: 1 (interaction). (2) The miRNA is hsa-miR-563 with sequence AGGUUGACAUACGUUUCCC. The protein sequence of the target gene is MPVARPQAAGPDRISLFLVAFLLGSPAAAQAEDGGPEGEMHPSTAYLLPSASLESSLEEGVTSAAPGLLPSQEALEAMEESLPPALPDEASVQHTPALRKGLPSLKQLNSARRQLRPLATPTTLQRLGSPASATTKLREPEDPEQPTAPAPLQIAPFTALATTLPHSPQPAQAPDDSSPGSPLDKGDNELTGSASEESQETTTSTIVTTTIITTEQAPALCGVSFSDPEGYIDSSDFPPQPYSSFLECTYNVTVYTGYGVELQVKSVNLSEGELLSIRGVDGPTLTVLANQTLLVEGQVI.... Result: 0 (no interaction).